Dataset: CYP1A2 inhibition data for predicting drug metabolism from PubChem BioAssay. Task: Regression/Classification. Given a drug SMILES string, predict its absorption, distribution, metabolism, or excretion properties. Task type varies by dataset: regression for continuous measurements (e.g., permeability, clearance, half-life) or binary classification for categorical outcomes (e.g., BBB penetration, CYP inhibition). Dataset: cyp1a2_veith. (1) The drug is COc1cc(C2C(C#N)=C(N)N(Nc3ccccc3)C3=C2C(=O)CC(C)(C)C3)ccc1OCc1cccc(F)c1. The result is 0 (non-inhibitor). (2) The molecule is Cc1cnc(CNc2ccnc(-c3ccccc3C)n2)cn1. The result is 1 (inhibitor). (3) The result is 1 (inhibitor). The compound is Cc1ccc2nc(Nc3ccccc3O)nc(-c3ccccc3)c2c1. (4) The result is 0 (non-inhibitor). The molecule is COc1ccc2nc(C)cc(SCC(=O)Nc3c(C)cc(C)cc3C)c2c1. (5) The compound is C[C@H]1/C=C\CC(=O)OC[C@H](C)C(=O)N2CCC[C@@H]2C(=O)OC1. The result is 0 (non-inhibitor). (6) The molecule is CN(CC(=O)NCc1ccc(F)cc1)S(=O)(=O)c1cccc2nsnc12. The result is 0 (non-inhibitor).